From a dataset of Full USPTO retrosynthesis dataset with 1.9M reactions from patents (1976-2016). Predict the reactants needed to synthesize the given product. Given the product [Br:14][C:11]1[CH:12]=[CH:13][C:8]([C:5]2[CH:6]=[CH:7][C:2]([N:21]([C:22]3[CH:23]=[CH:24][CH:25]=[CH:26][C:27]=3[CH3:30])[C:37]3[CH:38]=[CH:39][CH:40]=[CH:41][C:36]=3[CH3:42])=[CH:3][CH:4]=2)=[CH:9][CH:10]=1, predict the reactants needed to synthesize it. The reactants are: Br[C:2]1[CH:7]=[CH:6][C:5]([C:8]2[CH:13]=[CH:12][C:11]([Br:14])=[CH:10][CH:9]=2)=[CH:4][CH:3]=1.C1(C)C=CC([NH:21][C:22]2[CH:27]=[CH:26][C:25](C)=[CH:24][CH:23]=2)=CC=1.[CH3:30]C(C)([O-])C.[Na+].[C:36]1([CH3:42])[CH:41]=[CH:40][CH:39]=[CH:38][CH:37]=1.